From a dataset of Reaction yield outcomes from USPTO patents with 853,638 reactions. Predict the reaction yield, written as a fraction of the theoretical maximum amount of product (1.0 means a 100% yield; for example, 0.34 means a 34% yield). (1) The reactants are [CH3:1][O:2][C:3]([CH:5]1[CH2:9][C:8](=O)[CH2:7][N:6]1[C:11]([O:13][CH2:14][C:15]1[CH:20]=[CH:19][CH:18]=[CH:17][CH:16]=1)=[O:12])=[O:4].[CH2:21]([SH:25])[CH2:22][CH2:23][SH:24]. The catalyst is C(Cl)Cl. The product is [CH3:1][O:2][C:3]([CH:5]1[CH2:9][C:8]2([S:25][CH2:21][CH2:22][CH2:23][S:24]2)[CH2:7][N:6]1[C:11]([O:13][CH2:14][C:15]1[CH:20]=[CH:19][CH:18]=[CH:17][CH:16]=1)=[O:12])=[O:4]. The yield is 0.600. (2) The catalyst is CN(C=O)C. The yield is 0.810. The reactants are [CH2:1]([O:8][C:9](=[O:18])[NH:10][C@H:11]1[CH2:16][CH2:15][C@H:14]([OH:17])[CH2:13][CH2:12]1)[C:2]1[CH:7]=[CH:6][CH:5]=[CH:4][CH:3]=1.N1C=CN=C1.[CH3:24][C:25]([Si:28](Cl)([CH3:30])[CH3:29])([CH3:27])[CH3:26].C([O-])(O)=O.[Na+]. The product is [CH2:1]([O:8][C:9](=[O:18])[NH:10][C@H:11]1[CH2:16][CH2:15][C@H:14]([O:17][Si:28]([C:25]([CH3:27])([CH3:26])[CH3:24])([CH3:30])[CH3:29])[CH2:13][CH2:12]1)[C:2]1[CH:3]=[CH:4][CH:5]=[CH:6][CH:7]=1.